This data is from Catalyst prediction with 721,799 reactions and 888 catalyst types from USPTO. The task is: Predict which catalyst facilitates the given reaction. (1) Reactant: C(N(CC)CC)C.[NH2:8][C@@H:9]1[CH2:13][CH2:12][N:11]([C:14]2[C:23]3[C:18](=[CH:19][C:20]([CH3:24])=[CH:21][CH:22]=3)[N:17]=[C:16]([C:25]3[CH:30]=[CH:29][CH:28]=[CH:27][C:26]=3[OH:31])[N:15]=2)[CH2:10]1.Cl[C:33]([O:35][CH:36]([CH3:38])[CH3:37])=[O:34].C1(C)C=CC=CC=1. Product: [OH:31][C:26]1[CH:27]=[CH:28][CH:29]=[CH:30][C:25]=1[C:16]1[N:15]=[C:14]([N:11]2[CH2:12][CH2:13][C@@H:9]([NH:8][C:33](=[O:34])[O:35][CH:36]([CH3:38])[CH3:37])[CH2:10]2)[C:23]2[C:18](=[CH:19][C:20]([CH3:24])=[CH:21][CH:22]=2)[N:17]=1. The catalyst class is: 1. (2) Reactant: [F:1][C:2]1[CH:16]=[CH:15][C:5]([CH:6]=[CH:7][C:8]2[CH:9]=[N:10][C:11]([NH2:14])=[N:12][CH:13]=2)=[CH:4][C:3]=1[O:17]C.Br[C:20]1[CH:25]=[CH:24][C:23]([S:26]([CH:29]2[CH2:34][CH2:33][N:32](C(OC(C)(C)C)=O)[CH2:31][CH2:30]2)(=[O:28])=[O:27])=[CH:22][CH:21]=1.CC1(C)C2C(=C(P(C3C=CC=CC=3)C3C=CC=CC=3)C=CC=2)OC2C(P(C3C=CC=CC=3)C3C=CC=CC=3)=CC=CC1=2.C(=O)([O-])[O-].[Cs+].[Cs+]. The catalyst class is: 62. Product: [F:1][C:2]1[CH:16]=[CH:15][C:5]([CH:6]=[CH:7][C:8]2[CH:9]=[N:10][C:11]([NH:14][C:20]3[CH:25]=[CH:24][C:23]([S:26]([CH:29]4[CH2:34][CH2:33][NH:32][CH2:31][CH2:30]4)(=[O:27])=[O:28])=[CH:22][CH:21]=3)=[N:12][CH:13]=2)=[CH:4][C:3]=1[OH:17]. (3) Reactant: [CH3:1][N:2]([CH3:40])[CH2:3][CH2:4][O:5][C:6]1[CH:7]=[C:8]([NH:14][S:15]([C:18]2[CH:23]=[CH:22][C:21]([C:24]#[C:25][CH2:26][NH:27][C:28](=[O:39])[CH2:29][O:30][CH2:31][C:32]3[CH:37]=[CH:36][C:35]([F:38])=[CH:34][CH:33]=3)=[CH:20][CH:19]=2)(=[O:17])=[O:16])[CH:9]=[CH:10][C:11]=1[O:12][CH3:13]. Product: [CH3:40][N:2]([CH3:1])[CH2:3][CH2:4][O:5][C:6]1[CH:7]=[C:8]([NH:14][S:15]([C:18]2[CH:23]=[CH:22][C:21]([CH2:24][CH2:25][CH2:26][NH:27][C:28](=[O:39])[CH2:29][O:30][CH2:31][C:32]3[CH:33]=[CH:34][C:35]([F:38])=[CH:36][CH:37]=3)=[CH:20][CH:19]=2)(=[O:17])=[O:16])[CH:9]=[CH:10][C:11]=1[O:12][CH3:13]. The catalyst class is: 19. (4) Reactant: [F:1][C:2]([F:15])([F:14])[S:3]([O:6]S(C(F)(F)F)(=O)=O)(=[O:5])=[O:4].[C:16]([O:20][C:21]([N:23]([CH3:42])[C@@H:24]([CH3:41])[C:25]([NH:27][C@@H:28]([CH2:33][C:34]1[CH:39]=[CH:38][C:37](O)=[CH:36][CH:35]=1)[C:29]([O:31][CH3:32])=[O:30])=[O:26])=[O:22])([CH3:19])([CH3:18])[CH3:17].N1C=CC=CC=1. Product: [C:16]([O:20][C:21]([N:23]([CH3:42])[C@@H:24]([CH3:41])[C:25]([NH:27][C@@H:28]([CH2:33][C:34]1[CH:35]=[CH:36][C:37]([O:6][S:3]([C:2]([F:15])([F:14])[F:1])(=[O:5])=[O:4])=[CH:38][CH:39]=1)[C:29]([O:31][CH3:32])=[O:30])=[O:26])=[O:22])([CH3:18])([CH3:19])[CH3:17]. The catalyst class is: 2. (5) Reactant: O.NN.[CH3:4][O:5][C:6]1[C:11]([CH2:12][N:13]2C(=O)C3C(=CC=CC=3)C2=O)=[CH:10][CH:9]=[C:8]([O:24][CH2:25][C:26]([F:29])([F:28])[F:27])[N:7]=1. Product: [CH3:4][O:5][C:6]1[C:11]([CH2:12][NH2:13])=[CH:10][CH:9]=[C:8]([O:24][CH2:25][C:26]([F:29])([F:27])[F:28])[N:7]=1. The catalyst class is: 5. (6) Reactant: [C:1]([N:4]1[C:13]2[C:8](=[CH:9][CH:10]=[CH:11][CH:12]=2)[C:7](=[N:14][C:15]2[CH:20]=[CH:19][C:18]([CH2:21][O:22][Si:23]([C:36]([CH3:39])([CH3:38])[CH3:37])([C:30]3[CH:35]=[CH:34][CH:33]=[CH:32][CH:31]=3)[C:24]3[CH:29]=[CH:28][CH:27]=[CH:26][CH:25]=3)=[CH:17][CH:16]=2)[CH2:6][CH:5]1[CH3:40])(=[O:3])[CH3:2].[BH4-].[Na+].O.O.O.O.O.O.O.[Cl-].[Cl-].[Cl-].[Ce+3].Cl.C([O-])(O)=O.[Na+]. Product: [C:1]([N:4]1[C:13]2[C:8](=[CH:9][CH:10]=[CH:11][CH:12]=2)[CH:7]([NH:14][C:15]2[CH:20]=[CH:19][C:18]([CH2:21][O:22][Si:23]([C:36]([CH3:39])([CH3:38])[CH3:37])([C:24]3[CH:29]=[CH:28][CH:27]=[CH:26][CH:25]=3)[C:30]3[CH:31]=[CH:32][CH:33]=[CH:34][CH:35]=3)=[CH:17][CH:16]=2)[CH2:6][CH:5]1[CH3:40])(=[O:3])[CH3:2]. The catalyst class is: 5. (7) Reactant: [Cl:1][C:2]1[CH:7]=[CH:6][C:5]([S:8](Cl)(=[O:10])=[O:9])=[CH:4][C:3]=1[N+:12]([O-:14])=[O:13].[NH:15]1[CH2:21][CH2:20][CH2:19][CH2:18][C:17]2[CH:22]=[CH:23][CH:24]=[CH:25][C:16]1=2.C(N(CC)CC)C. Product: [N+:12]([C:3]1[CH:4]=[C:5]([S:8]([N:15]2[CH2:21][CH2:20][CH2:19][CH2:18][C:17]3[CH:22]=[CH:23][CH:24]=[CH:25][C:16]2=3)(=[O:10])=[O:9])[CH:6]=[CH:7][C:2]=1[Cl:1])([O-:14])=[O:13]. The catalyst class is: 34. (8) Reactant: [NH2:1][C:2]1[CH:7]=[CH:6][C:5]([C:8]([CH3:11])([CH3:10])[CH3:9])=[CH:4][C:3]=1[C:12]([C:14]1[CH:19]=[CH:18][CH:17]=[CH:16][CH:15]=1)=O.[F:20][C:21]([F:29])([F:28])[C:22](=[O:27])[CH2:23][C:24](=O)[CH3:25].C(O)(C)C. Product: [C:8]([C:5]1[CH:4]=[C:3]2[C:2](=[CH:7][CH:6]=1)[N:1]=[C:24]([CH3:25])[C:23]([C:22](=[O:27])[C:21]([F:29])([F:28])[F:20])=[C:12]2[C:14]1[CH:19]=[CH:18][CH:17]=[CH:16][CH:15]=1)([CH3:11])([CH3:10])[CH3:9]. The catalyst class is: 644. (9) Reactant: [F:1][C:2]1[CH:8]=[CH:7][C:5]([NH2:6])=[CH:4][CH:3]=1.[Cl:9][C:10]1[N:15]=[C:14](Cl)[C:13]([N+:17]([O-:19])=[O:18])=[CH:12][N:11]=1.C(N(CC)CC)C. Product: [Cl:9][C:10]1[N:15]=[C:14]([NH:6][C:5]2[CH:7]=[CH:8][C:2]([F:1])=[CH:3][CH:4]=2)[C:13]([N+:17]([O-:19])=[O:18])=[CH:12][N:11]=1. The catalyst class is: 1.